The task is: Predict which catalyst facilitates the given reaction.. This data is from Catalyst prediction with 721,799 reactions and 888 catalyst types from USPTO. (1) Product: [Cl:1][C:2]1[CH:24]=[CH:23][C:5]([CH2:6][NH:7][C:8]([C:10]2[C:11](=[O:22])[C:12]3[S:19][C:18]([CH2:20][N:25]4[CH2:30][CH2:29][O:28][CH2:27][CH2:26]4)=[CH:17][C:13]=3[N:14]([CH3:16])[CH:15]=2)=[O:9])=[CH:4][CH:3]=1. Reactant: [Cl:1][C:2]1[CH:24]=[CH:23][C:5]([CH2:6][NH:7][C:8]([C:10]2[C:11](=[O:22])[C:12]3[S:19][C:18]([CH2:20]Cl)=[CH:17][C:13]=3[N:14]([CH3:16])[CH:15]=2)=[O:9])=[CH:4][CH:3]=1.[NH:25]1[CH2:30][CH2:29][O:28][CH2:27][CH2:26]1.C(N(C(C)C)CC)(C)C. The catalyst class is: 18. (2) Reactant: [Cl:1][C:2]1[CH:6]=[CH:5][S:4][CH:3]=1.[Cl:7][S:8](O)(=[O:10])=[O:9]. Product: [Cl:1][C:2]1[CH:6]=[CH:5][S:4][C:3]=1[S:8]([Cl:7])(=[O:10])=[O:9]. The catalyst class is: 2. (3) Reactant: Cl[C:2]1[N:7]=[C:6]([O:8][C:9]2[C:18]3[C:13](=[CH:14][CH:15]=[CH:16][CH:17]=3)[C:12]([NH:19][C:20]([NH:22][C:23]3[N:27]([C:28]4[CH:33]=[CH:32][CH:31]=[C:30]([CH2:34][P:35]([CH3:38])([CH3:37])=[O:36])[CH:29]=4)[N:26]=[C:25]([CH:39]([CH3:41])[CH3:40])[CH:24]=3)=[O:21])=[CH:11][CH:10]=2)[CH:5]=[CH:4][N:3]=1.[CH:42]1([S:45]([C:48]2[CH:49]=[C:50]([CH:52]=[C:53]([O:55][CH3:56])[CH:54]=2)[NH2:51])(=[O:47])=[O:46])[CH2:44][CH2:43]1.C(N(CC)CC)C.O. Product: [CH:42]1([S:45]([C:48]2[CH:49]=[C:50]([NH:51][C:2]3[N:7]=[C:6]([O:8][C:9]4[C:18]5[C:13](=[CH:14][CH:15]=[CH:16][CH:17]=5)[C:12]([NH:19][C:20]([NH:22][C:23]5[N:27]([C:28]6[CH:33]=[CH:32][CH:31]=[C:30]([CH2:34][P:35]([CH3:38])([CH3:37])=[O:36])[CH:29]=6)[N:26]=[C:25]([CH:39]([CH3:41])[CH3:40])[CH:24]=5)=[O:21])=[CH:11][CH:10]=4)[CH:5]=[CH:4][N:3]=3)[CH:52]=[C:53]([O:55][CH3:56])[CH:54]=2)(=[O:46])=[O:47])[CH2:44][CH2:43]1. The catalyst class is: 3. (4) Product: [CH:1]1[CH:6]=[CH:5][C:4]([C@@H:7]2[N:16]([C:17]([O:19][C@@H:20]3[CH:25]4[CH2:24][CH2:23][N:22]([CH2:27][CH2:26]4)[CH2:21]3)=[O:18])[CH2:15][CH2:14][C:13]3[CH:12]=[CH:11][CH:10]=[CH:9][C:8]2=3)=[CH:3][CH:2]=1.[CH2:32]([C:31]([OH:38])=[O:37])[CH2:33][C:34]([OH:36])=[O:35]. The catalyst class is: 25. Reactant: [CH:1]1[CH:2]=[CH:3][C:4]([C@@H:7]2[N:16]([C:17]([O:19][C@@H:20]3[CH:25]4[CH2:26][CH2:27][N:22]([CH2:23][CH2:24]4)[CH2:21]3)=[O:18])[CH2:15][CH2:14][C:13]3[CH:12]=[CH:11][CH:10]=[CH:9][C:8]2=3)=[CH:5][CH:6]=1.CCO.[C:31]([OH:38])(=[O:37])[CH2:32][CH2:33][C:34]([OH:36])=[O:35]. (5) Reactant: [NH2:1][C:2]1[CH:3]=[CH:4][C:5]([CH3:24])=[C:6]([C:8]2[CH:17]=[C:16]3[C:11]([CH:12]=[C:13]([NH:18][C:19]([CH:21]4[CH2:23][CH2:22]4)=[O:20])[N:14]=[CH:15]3)=[CH:10][CH:9]=2)[CH:7]=1.N1C=CC=CC=1.[CH3:31][N:32]1[CH:36]=[C:35]([C:37](Cl)=[O:38])[CH:34]=[N:33]1. Product: [CH:21]1([C:19]([NH:18][C:13]2[N:14]=[CH:15][C:16]3[C:11]([CH:12]=2)=[CH:10][CH:9]=[C:8]([C:6]2[CH:7]=[C:2]([NH:1][C:37]([C:35]4[CH:34]=[N:33][N:32]([CH3:31])[CH:36]=4)=[O:38])[CH:3]=[CH:4][C:5]=2[CH3:24])[CH:17]=3)=[O:20])[CH2:22][CH2:23]1. The catalyst class is: 4. (6) Reactant: O.ON1C2C=CC=CC=2N=N1.C(N(CC)CC)C.[C:19]1([C:51]2[CH:56]=[CH:55][CH:54]=[CH:53][CH:52]=2)[CH:24]=[CH:23][C:22]([CH2:25][O:26][C:27]2[CH:32]=[CH:31][C:30]([CH2:33][CH2:34][CH2:35][O:36][C:37]3[CH:45]=[CH:44][C:43]([C:46]([O:48][CH2:49][CH3:50])=[O:47])=[CH:42][C:38]=3[C:39]([OH:41])=O)=[CH:29][CH:28]=2)=[CH:21][CH:20]=1.Cl.[NH:58]1[CH2:63][CH2:62][CH:61]([C:64]([O:66][CH3:67])=[O:65])[CH2:60][CH2:59]1. Product: [C:19]1([C:51]2[CH:52]=[CH:53][CH:54]=[CH:55][CH:56]=2)[CH:24]=[CH:23][C:22]([CH2:25][O:26][C:27]2[CH:28]=[CH:29][C:30]([CH2:33][CH2:34][CH2:35][O:36][C:37]3[CH:45]=[CH:44][C:43]([C:46]([O:48][CH2:49][CH3:50])=[O:47])=[CH:42][C:38]=3[C:39]([N:58]3[CH2:63][CH2:62][CH:61]([C:64]([O:66][CH3:67])=[O:65])[CH2:60][CH2:59]3)=[O:41])=[CH:31][CH:32]=2)=[CH:21][CH:20]=1. The catalyst class is: 46.